Dataset: Full USPTO retrosynthesis dataset with 1.9M reactions from patents (1976-2016). Task: Predict the reactants needed to synthesize the given product. (1) Given the product [F:66][C:63]([F:64])([F:65])[C:61]1[CH:60]=[C:18]([CH:17]=[C:16]([C:15]([F:14])([F:68])[F:67])[CH:62]=1)[C:19]([N:21]1[CH2:25][C@@:24]([CH2:33][CH2:34][N:35]2[CH2:36][CH2:37][C:38]3([C:48]4[C:43](=[CH:44][CH:45]=[CH:46][CH:47]=4)[CH2:42][C@@H:41]3[O:49][CH2:50][C:51]([N:53]([CH3:59])[CH2:54][CH2:55][CH2:56][N:57]([CH3:58])[C:11](=[O:13])[CH2:10][C:7]3[CH:6]=[CH:5][C:4]([N+:1]([O-:3])=[O:2])=[CH:9][CH:8]=3)=[O:52])[CH2:39][CH2:40]2)([C:26]2[CH:27]=[CH:28][C:29]([F:32])=[CH:30][CH:31]=2)[O:23][CH2:22]1)=[O:20], predict the reactants needed to synthesize it. The reactants are: [N+:1]([C:4]1[CH:9]=[CH:8][C:7]([CH2:10][C:11]([OH:13])=O)=[CH:6][CH:5]=1)([O-:3])=[O:2].[F:14][C:15]([F:68])([F:67])[C:16]1[CH:17]=[C:18]([CH:60]=[C:61]([C:63]([F:66])([F:65])[F:64])[CH:62]=1)[C:19]([N:21]1[CH2:25][C@@:24]([CH2:33][CH2:34][N:35]2[CH2:40][CH2:39][C:38]3([C:48]4[C:43](=[CH:44][CH:45]=[CH:46][CH:47]=4)[CH2:42][C@@H:41]3[O:49][CH2:50][C:51]([N:53]([CH3:59])[CH2:54][CH2:55][CH2:56][NH:57][CH3:58])=[O:52])[CH2:37][CH2:36]2)([C:26]2[CH:31]=[CH:30][C:29]([F:32])=[CH:28][CH:27]=2)[O:23][CH2:22]1)=[O:20]. (2) The reactants are: C([O:3][C:4](=O)[CH2:5][O:6][C:7]1[CH:12]=[CH:11][CH:10]=[C:9]([C:13]([CH2:29][CH2:30][CH3:31])=[C:14]([C:22]2[CH:27]=[CH:26][C:25]([OH:28])=[CH:24][CH:23]=2)[C:15]2[CH:20]=[CH:19][C:18]([OH:21])=[CH:17][CH:16]=2)[CH:8]=1)C.[H-].[H-].[H-].[H-].[Li+].[Al+3]. Given the product [OH:3][CH2:4][CH2:5][O:6][C:7]1[CH:8]=[C:9]([C:13]([CH2:29][CH2:30][CH3:31])=[C:14]([C:15]2[CH:16]=[CH:17][C:18]([OH:21])=[CH:19][CH:20]=2)[C:22]2[CH:27]=[CH:26][C:25]([OH:28])=[CH:24][CH:23]=2)[CH:10]=[CH:11][CH:12]=1, predict the reactants needed to synthesize it.